This data is from Reaction yield outcomes from USPTO patents with 853,638 reactions. The task is: Predict the reaction yield, written as a fraction of the theoretical maximum amount of product (1.0 means a 100% yield; for example, 0.34 means a 34% yield). The reactants are FC1C=CC(C(Cl)=O)=CC=1.C[O:12][C:13](=[O:46])[CH:14]=[CH:15][C:16]1[CH:21]=[CH:20][C:19]([C:22]([N:24]2[C:33]3[C:28](=[CH:29][CH:30]=[CH:31][CH:32]=3)[C@H:27]([N:34]([C:42](=[O:44])[CH3:43])[C:35]3[CH:40]=[CH:39][C:38]([Cl:41])=[CH:37][CH:36]=3)[CH2:26][C@@H:25]2[CH3:45])=[O:23])=[CH:18][CH:17]=1.[Li+].[OH-]. The catalyst is C1COCC1.CO. The product is [C:42]([N:34]([C:35]1[CH:36]=[CH:37][C:38]([Cl:41])=[CH:39][CH:40]=1)[C@H:27]1[C:28]2[C:33](=[CH:32][CH:31]=[CH:30][CH:29]=2)[N:24]([C:22]([C:19]2[CH:20]=[CH:21][C:16]([CH:15]=[CH:14][C:13]([OH:46])=[O:12])=[CH:17][CH:18]=2)=[O:23])[C@@H:25]([CH3:45])[CH2:26]1)(=[O:44])[CH3:43]. The yield is 0.990.